This data is from Full USPTO retrosynthesis dataset with 1.9M reactions from patents (1976-2016). The task is: Predict the reactants needed to synthesize the given product. (1) Given the product [C:11]1([CH:17]2[NH:18][CH2:19][CH2:20][N:21]([C:2]3[O:3][C:4]4[CH:10]=[CH:9][CH:8]=[CH:7][C:5]=4[N:6]=3)[CH2:22]2)[CH:12]=[CH:13][CH:14]=[CH:15][CH:16]=1, predict the reactants needed to synthesize it. The reactants are: Cl[C:2]1[O:3][C:4]2[CH:10]=[CH:9][CH:8]=[CH:7][C:5]=2[N:6]=1.[C:11]1([CH:17]2[CH2:22][NH:21][CH2:20][CH2:19][NH:18]2)[CH:16]=[CH:15][CH:14]=[CH:13][CH:12]=1. (2) Given the product [CH3:1][C:2]1[C:3]([CH2:9][N:10]([CH2:11][C:12]2[C:17]([CH:18]([CH3:20])[CH3:19])=[CH:16][CH:15]=[CH:14][N:13]=2)[CH2:30][CH2:29][CH2:28][CH2:27][N:24]2[CH2:25][CH2:26][N:22]([OH:21])[C:23]2=[O:32])=[N:4][CH:5]=[C:6]([CH3:8])[CH:7]=1, predict the reactants needed to synthesize it. The reactants are: [CH3:1][C:2]1[C:3]([CH2:9][NH:10][CH2:11][C:12]2[C:17]([CH:18]([CH3:20])[CH3:19])=[CH:16][CH:15]=[CH:14][N:13]=2)=[N:4][CH:5]=[C:6]([CH3:8])[CH:7]=1.[OH:21][N:22]1[CH2:26][CH2:25][N:24]([CH2:27][CH2:28][CH2:29][CH:30]=O)[C:23]1=[O:32].[BH-](OC(C)=O)(OC(C)=O)OC(C)=O.[Na+]. (3) Given the product [NH2:1][C:2]1[C:3]([C:14]2[CH:26]=[CH:25][C:17]([C:18]([O:20][C:21]([CH3:24])([CH3:22])[CH3:23])=[O:19])=[C:16]([F:27])[CH:15]=2)=[N:4][C:5]([CH:8]2[CH2:12][CH2:11][C:10](=[O:13])[CH2:9]2)=[CH:6][N:7]=1, predict the reactants needed to synthesize it. The reactants are: [NH2:1][C:2]1[C:3]([C:14]2[CH:26]=[CH:25][C:17]([C:18]([O:20][C:21]([CH3:24])([CH3:23])[CH3:22])=[O:19])=[C:16]([F:27])[CH:15]=2)=[N:4][C:5]([C:8]2[CH2:12][CH2:11][C:10](=[O:13])[CH:9]=2)=[CH:6][N:7]=1.C(Cl)Cl.